Dataset: Catalyst prediction with 721,799 reactions and 888 catalyst types from USPTO. Task: Predict which catalyst facilitates the given reaction. (1) Reactant: Br[CH:2]([C:22]1[CH:27]=[CH:26][N:25]=[C:24](NC2C=CC(OC)=C(F)C=2)[N:23]=1)[C:3]([C:5]1[CH:6]=[C:7]([NH:11][C:12](=[O:21])[C:13]2[CH:18]=[C:17]([F:19])[CH:16]=[CH:15][C:14]=2[F:20])[CH:8]=[CH:9][CH:10]=1)=O.C(Cl)[Cl:39].C1C(=O)N(Br)C(=O)C1.[NH2:49][C:50]([NH2:52])=[S:51]. Product: [NH2:49][C:50]1[S:51][C:2]([C:22]2[CH:27]=[CH:26][N:25]=[C:24]([Cl:39])[N:23]=2)=[C:3]([C:5]2[CH:6]=[C:7]([NH:11][C:12](=[O:21])[C:13]3[CH:18]=[C:17]([F:19])[CH:16]=[CH:15][C:14]=3[F:20])[CH:8]=[CH:9][CH:10]=2)[N:52]=1. The catalyst class is: 25. (2) Reactant: [CH3:1][C:2]([CH:4]1[C:9]([CH3:11])([CH3:10])[CH2:8][CH:7]=[CH:6][CH:5]1[CH3:12])=[O:3].CC(C)([O-])C.[K+]. Product: [CH3:1][C:2]([C@@H:4]1[C:9]([CH3:11])([CH3:10])[CH2:8][CH:7]=[CH:6][C@H:5]1[CH3:12])=[O:3].[CH3:1][C:2]([CH:4]1[C:9]([CH3:11])([CH3:10])[CH2:8][CH:7]=[CH:6][CH:5]1[CH3:12])=[O:3]. The catalyst class is: 16. (3) Reactant: [C:1]1([CH:7]([C:16]2[CH:21]=[CH:20][CH:19]=[CH:18][CH:17]=2)[C:8]2[S:12][C:11]([C:13](O)=[O:14])=[CH:10][CH:9]=2)[CH:6]=[CH:5][CH:4]=[CH:3][CH:2]=1.[NH2:22][C@@H:23]([C:26]1[CH:31]=[CH:30][C:29]([NH:32][C:33](=[O:39])[O:34][C:35]([CH3:38])([CH3:37])[CH3:36])=[CH:28][CH:27]=1)[CH2:24][OH:25].C(N(C(C)C)CC)(C)C.CN(C(ON1N=NC2C=CC=CC1=2)=[N+](C)C)C.F[P-](F)(F)(F)(F)F. Product: [C:1]1([CH:7]([C:16]2[CH:21]=[CH:20][CH:19]=[CH:18][CH:17]=2)[C:8]2[S:12][C:11]([C:13]([NH:22][C@@H:23]([C:26]3[CH:27]=[CH:28][C:29]([NH:32][C:33](=[O:39])[O:34][C:35]([CH3:36])([CH3:38])[CH3:37])=[CH:30][CH:31]=3)[CH2:24][OH:25])=[O:14])=[CH:10][CH:9]=2)[CH:2]=[CH:3][CH:4]=[CH:5][CH:6]=1. The catalyst class is: 3.